Dataset: Catalyst prediction with 721,799 reactions and 888 catalyst types from USPTO. Task: Predict which catalyst facilitates the given reaction. (1) Reactant: C1(C)C=CC=CC=1.C(OC([O:13][CH2:14][C:15]1[CH:20]=[C:19]([O:21][CH3:22])[C:18]([B:23]([OH:25])[OH:24])=[C:17]([O:26][CH3:27])[CH:16]=1)C)C.Cl. Product: [OH:13][CH2:14][C:15]1[CH:16]=[C:17]([O:26][CH3:27])[C:18]([B:23]([OH:24])[OH:25])=[C:19]([O:21][CH3:22])[CH:20]=1. The catalyst class is: 6. (2) Reactant: O[CH2:2][C:3]1[CH:4]=[C:5]([CH:23]=[CH:24][CH:25]=1)[CH2:6][N:7]1[C:15]([OH:16])=[N:14][C:13]2[C:8]1=[N:9][C:10]([O:18][CH2:19][CH2:20][O:21][CH3:22])=[N:11][C:12]=2[NH2:17].P(Br)(Br)[Br:27]. Product: [Br:27][CH2:2][C:3]1[CH:4]=[C:5]([CH:23]=[CH:24][CH:25]=1)[CH2:6][N:7]1[C:15]([OH:16])=[N:14][C:13]2[C:8]1=[N:9][C:10]([O:18][CH2:19][CH2:20][O:21][CH3:22])=[N:11][C:12]=2[NH2:17]. The catalyst class is: 1. (3) Reactant: O[CH2:2][C@H:3]1[CH2:6][C@H:5]([NH:7][C:8](=[O:14])[O:9][C:10]([CH3:13])([CH3:12])[CH3:11])[CH2:4]1.CCN(C(C)C)C(C)C.CS(Cl)(=O)=O.S([O-])(=O)(=O)C.[F:34][C:35]([F:44])([F:43])[C:36]1[CH:37]=[C:38]([SH:42])[CH:39]=[CH:40][CH:41]=1.C([O-])([O-])=O.[K+].[K+]. Product: [F:44][C:35]([F:34])([F:43])[C:36]1[CH:37]=[C:38]([S:42][CH2:2][C@H:3]2[CH2:6][C@H:5]([NH:7][C:8](=[O:14])[O:9][C:10]([CH3:13])([CH3:12])[CH3:11])[CH2:4]2)[CH:39]=[CH:40][CH:41]=1. The catalyst class is: 59. (4) Reactant: [Br:1][C:2]1[CH:3]=[C:4]([CH:7]=[CH:8][C:9]=1[F:10])[CH:5]=O.[CH2:11]([SH:15])[CH2:12][CH2:13][SH:14].C(=O)(O)[O-].[Na+]. Product: [Br:1][C:2]1[CH:3]=[C:4]([CH:5]2[S:15][CH2:11][CH2:12][CH2:13][S:14]2)[CH:7]=[CH:8][C:9]=1[F:10]. The catalyst class is: 4. (5) Reactant: COC1C=C(OC)C=CC=1C[N:6]1[CH2:14][C:13]2[C:12]([F:15])=[C:11]([NH:16][C@H:17]([CH2:21][CH:22]([CH3:24])[CH3:23])[C:18]([NH2:20])=[O:19])[N:10]=[C:9]([C:25]3[O:26][CH:27]=[CH:28][CH:29]=3)[C:8]=2[C:7]1=[O:30]. Product: [F:15][C:12]1[C:13]2[CH2:14][NH:6][C:7](=[O:30])[C:8]=2[C:9]([C:25]2[O:26][CH:27]=[CH:28][CH:29]=2)=[N:10][C:11]=1[NH:16][C@H:17]([CH2:21][CH:22]([CH3:24])[CH3:23])[C:18]([NH2:20])=[O:19]. The catalyst class is: 67.